From a dataset of Reaction yield outcomes from USPTO patents with 853,638 reactions. Predict the reaction yield, written as a fraction of the theoretical maximum amount of product (1.0 means a 100% yield; for example, 0.34 means a 34% yield). (1) The reactants are [F:1][C:2]1[CH:38]=[CH:37][C:5]([CH2:6][N:7]2[CH2:12][CH:11]([CH2:13][CH:14]=[C:15]([CH3:17])[CH3:16])[C:10]([OH:18])=[C:9]([C:19]3[NH:24][C:23]4[CH:25]=[CH:26][C:27]([NH:29][S:30]([CH3:33])(=[O:32])=[O:31])=[CH:28][C:22]=4[S:21](=[O:35])(=[O:34])[N:20]=3)[C:8]2=[O:36])=[CH:4][CH:3]=1. The catalyst is C(OCC)(=O)C.[Pd]. The product is [F:1][C:2]1[CH:38]=[CH:37][C:5]([CH2:6][N:7]2[CH2:12][CH:11]([CH2:13][CH2:14][CH:15]([CH3:17])[CH3:16])[C:10]([OH:18])=[C:9]([C:19]3[NH:24][C:23]4[CH:25]=[CH:26][C:27]([NH:29][S:30]([CH3:33])(=[O:31])=[O:32])=[CH:28][C:22]=4[S:21](=[O:34])(=[O:35])[N:20]=3)[C:8]2=[O:36])=[CH:4][CH:3]=1. The yield is 0.900. (2) The reactants are Br[C:2]1[CH:3]=[C:4]2[O:10][C:9]([C:11]([O:13][CH2:14][CH3:15])=[O:12])=[C:8]([NH:16][C:17]([O:19][C:20]([CH3:23])([CH3:22])[CH3:21])=[O:18])[C:5]2=[N:6][CH:7]=1.[CH:24]1([B-](F)(F)F)[CH2:26][CH2:25]1.[K+].C([O-])([O-])=O.[Cs+].[Cs+].C12(P(C34CC5CC(CC(C5)C3)C4)CCCC)CC3CC(CC(C3)C1)C2.C1(C)C=CC=CC=1. The catalyst is O.CCOC(C)=O.CC([O-])=O.CC([O-])=O.[Pd+2]. The product is [C:20]([O:19][C:17]([NH:16][C:8]1[C:5]2=[N:6][CH:7]=[C:2]([CH:24]3[CH2:26][CH2:25]3)[CH:3]=[C:4]2[O:10][C:9]=1[C:11]([O:13][CH2:14][CH3:15])=[O:12])=[O:18])([CH3:23])([CH3:22])[CH3:21]. The yield is 0.960.